This data is from Full USPTO retrosynthesis dataset with 1.9M reactions from patents (1976-2016). The task is: Predict the reactants needed to synthesize the given product. (1) Given the product [CH2:47]([O:51][C:52]([N:54]1[CH2:59][CH2:58][N:57]([C:4](=[O:6])[CH2:3][N:1]([C:7]([O:9][CH2:10][C:11]2[CH:16]=[CH:15][CH:14]=[CH:13][CH:12]=2)=[O:8])[CH3:2])[CH2:56][CH2:55]1)=[O:53])[CH2:48][CH2:49][CH3:50], predict the reactants needed to synthesize it. The reactants are: [N:1]([C:7]([O:9][CH2:10][C:11]1[CH:16]=[CH:15][CH:14]=[CH:13][CH:12]=1)=[O:8])([CH2:3][C:4]([OH:6])=O)[CH3:2].C(N1CCOCC1)C.[B-](F)(F)(F)F.CCOC(C(C#N)=NOC(N(C)C)=[N+](C)C)=O.[CH2:47]([O:51][C:52]([N:54]1[CH2:59][CH2:58][NH:57][CH2:56][CH2:55]1)=[O:53])[CH2:48][CH2:49][CH3:50].C([O-])(O)=O.[Na+]. (2) Given the product [N:31]1([C:14]([C:16]2[S:17][CH:18]=[CH:19][C:20]=2[NH:21][C:22]2[CH:27]=[CH:26][N:25]=[C:24]3[NH:28][CH:29]=[CH:30][C:23]=23)=[O:15])[CH2:35][CH2:34][CH2:33][CH2:32]1, predict the reactants needed to synthesize it. The reactants are: C(OC(N1CCC(N[C:14]([C:16]2[S:17][CH:18]=[CH:19][C:20]=2[NH:21][C:22]2[CH:27]=[CH:26][N:25]=[C:24]3[NH:28][CH:29]=[CH:30][C:23]=23)=[O:15])C1)=O)(C)(C)C.[NH:31]1[CH2:35][CH2:34][CH2:33][CH2:32]1. (3) Given the product [Cl:33][C:34]1[CH:35]=[C:36]([CH:51]=[CH:52][C:53]=1[Cl:54])[O:37][CH:38]1[CH2:39][CH2:40][N:41]([CH2:44][CH:45]2[CH2:46][CH2:47][N:48]([CH2:24][C:25]([N:12]3[C@H:13]([C:16]4[CH:17]=[CH:18][CH:19]=[CH:20][CH:21]=4)[C@H:14]([CH3:15])[N:10]([CH3:9])[C:11]3=[O:22])=[O:26])[CH2:49][CH2:50]2)[CH2:42][CH2:43]1, predict the reactants needed to synthesize it. The reactants are: N1C(C)=CC=CC=1C.[CH3:9][N:10]1[C@@H:14]([CH3:15])[C@@H:13]([C:16]2[CH:21]=[CH:20][CH:19]=[CH:18][CH:17]=2)[NH:12][C:11]1=[O:22].Br[CH2:24][C:25](Br)=[O:26].C(=O)(O)[O-].[Na+].[Cl:33][C:34]1[CH:35]=[C:36]([CH:51]=[CH:52][C:53]=1[Cl:54])[O:37][CH:38]1[CH2:43][CH2:42][N:41]([CH2:44][CH:45]2[CH2:50][CH2:49][NH:48][CH2:47][CH2:46]2)[CH2:40][CH2:39]1. (4) Given the product [C:19]([N:14]1[C:15]2[C:11](=[CH:10][C:9]([C:1](=[O:8])[C:2]3[CH:3]=[CH:4][CH:5]=[CH:6][CH:7]=3)=[CH:17][CH:16]=2)[CH2:12][C:13]1=[O:18])(=[O:21])[CH3:20], predict the reactants needed to synthesize it. The reactants are: [C:1]([C:9]1[CH:10]=[C:11]2[C:15](=[CH:16][CH:17]=1)[NH:14][C:13](=[O:18])[CH2:12]2)(=[O:8])[C:2]1[CH:7]=[CH:6][CH:5]=[CH:4][CH:3]=1.[C:19](OC(=O)C)(=[O:21])[CH3:20]. (5) The reactants are: [NH2:1][CH2:2][C:3]([CH3:7])([CH3:6])[CH2:4][OH:5].[N+:8]([C:11]1[CH:16]=[CH:15][C:14]([CH2:17][S:18](Cl)(=[O:20])=[O:19])=[CH:13][CH:12]=1)([O-:10])=[O:9]. Given the product [OH:5][CH2:4][C:3]([CH3:7])([CH3:6])[CH2:2][NH:1][S:18]([CH2:17][C:14]1[CH:13]=[CH:12][C:11]([N+:8]([O-:10])=[O:9])=[CH:16][CH:15]=1)(=[O:19])=[O:20], predict the reactants needed to synthesize it. (6) Given the product [CH:7]([C:5]1[N:6]=[C:2]([Sn:19]([CH2:20][CH2:21][CH2:22][CH3:23])([CH2:24][CH2:25][CH2:26][CH3:27])[CH2:15][CH2:16][CH2:17][CH3:18])[S:3][CH:4]=1)([CH3:9])[CH3:8], predict the reactants needed to synthesize it. The reactants are: Br[C:2]1[S:3][CH:4]=[C:5]([CH:7]([CH3:9])[CH3:8])[N:6]=1.[Li]CCCC.[CH2:15]([Sn:19](Cl)([CH2:24][CH2:25][CH2:26][CH3:27])[CH2:20][CH2:21][CH2:22][CH3:23])[CH2:16][CH2:17][CH3:18]. (7) Given the product [CH2:10]([C:9]1[NH:18][C:19]([C:20]([O:22][CH2:23][CH3:24])=[O:21])=[N:7][CH:8]=1)[CH3:11], predict the reactants needed to synthesize it. The reactants are: C([O-])(=O)C.[Na+].Cl.[NH2:7][CH2:8][C:9](=O)[CH2:10][CH3:11].F[B-](F)(F)F.[NH:18]=[C:19](SC)[C:20]([O:22][CH2:23][CH3:24])=[O:21]. (8) Given the product [N:17]1[C:21]2[CH:22]=[CH:23][CH:24]=[CH:25][C:20]=2[NH:19][C:18]=1[S:26][CH2:27][CH2:28][N:29]1[CH2:30][CH2:31][N:32]([CH2:35][C:36]([NH:38][C:39]2[C:40]([S:48]([CH3:49])=[O:5])=[N:41][C:42]([CH3:47])=[CH:43][C:44]=2[S:45][CH3:46])=[O:37])[CH2:33][CH2:34]1, predict the reactants needed to synthesize it. The reactants are: C(O)(=O)/C=C\C(O)=[O:5].C(O)(=O)/C=C\C(O)=O.[N:17]1[C:21]2[CH:22]=[CH:23][CH:24]=[CH:25][C:20]=2[NH:19][C:18]=1[S:26][CH2:27][CH2:28][N:29]1[CH2:34][CH2:33][N:32]([CH2:35][C:36]([NH:38][C:39]2[C:40]([S:48][CH3:49])=[N:41][C:42]([CH3:47])=[CH:43][C:44]=2[S:45][CH3:46])=[O:37])[CH2:31][CH2:30]1.ClC1C=CC=C(C(OO)=O)C=1. (9) Given the product [F:1][C:2]1[CH:7]=[CH:6][C:5]([C:8]2[C:13]([C:14]([O:16][CH3:17])=[O:15])=[C:12]([CH:18]([CH3:20])[CH3:19])[N:11]=[C:10]([N:40]([CH3:39])[S:41]([CH3:44])(=[O:43])=[O:42])[N:9]=2)=[CH:4][CH:3]=1, predict the reactants needed to synthesize it. The reactants are: [F:1][C:2]1[CH:7]=[CH:6][C:5]([C:8]2[C:13]([C:14]([O:16][CH3:17])=[O:15])=[C:12]([CH:18]([CH3:20])[CH3:19])[N:11]=[C:10](O)[N:9]=2)=[CH:4][CH:3]=1.C(=O)([O-])[O-].[K+].[K+].C1(C)C=CC(S(Cl)(=O)=O)=CC=1.[CH3:39][NH:40][S:41]([CH3:44])(=[O:43])=[O:42].